Dataset: Human liver microsome stability data. Task: Regression/Classification. Given a drug SMILES string, predict its absorption, distribution, metabolism, or excretion properties. Task type varies by dataset: regression for continuous measurements (e.g., permeability, clearance, half-life) or binary classification for categorical outcomes (e.g., BBB penetration, CYP inhibition). Dataset: hlm. The compound is CC(CN(C)C)NC(=O)c1cccn2c(=O)c3cc4ccccc4cc3nc12. The result is 0 (unstable in human liver microsomes).